From a dataset of Full USPTO retrosynthesis dataset with 1.9M reactions from patents (1976-2016). Predict the reactants needed to synthesize the given product. (1) Given the product [N+:26]([C:22]1[CH:21]=[C:20]([C:18]2[N:3]3[N:4]=[CH:5][C:6]([C:7]([C:9]4[CH:13]=[CH:12][O:11][CH:10]=4)=[O:8])=[C:2]3[N:1]=[CH:16][CH:17]=2)[CH:25]=[CH:24][CH:23]=1)([O-:28])=[O:27], predict the reactants needed to synthesize it. The reactants are: [NH2:1][C:2]1[C:6]([C:7]([C:9]2[CH:13]=[CH:12][O:11][CH:10]=2)=[O:8])=[CH:5][NH:4][N:3]=1.CN(C)[CH:16]=[CH:17][C:18]([C:20]1[CH:25]=[CH:24][CH:23]=[C:22]([N+:26]([O-:28])=[O:27])[CH:21]=1)=O. (2) Given the product [F:1][C:2]1[CH:3]=[CH:4][C:5]([O:31][CH3:32])=[C:6]([C:8]([CH3:29])([CH3:30])[CH2:9][C:10]([OH:28])([C:24]([F:27])([F:25])[F:26])[CH2:11][C:12]2[NH:13][C:14]3[CH:15]=[CH:16][CH:17]=[C:18]([C:21]([NH2:35])=[O:23])[C:19]=3[CH:20]=2)[CH:7]=1, predict the reactants needed to synthesize it. The reactants are: [F:1][C:2]1[CH:3]=[CH:4][C:5]([O:31][CH3:32])=[C:6]([C:8]([CH3:30])([CH3:29])[CH2:9][C:10]([OH:28])([C:24]([F:27])([F:26])[F:25])[CH2:11][C:12]2[NH:13][C:14]3[CH:15]=[CH:16][CH:17]=[C:18]([C:21]([OH:23])=O)[C:19]=3[CH:20]=2)[CH:7]=1.C([N:35](CC)CC)C.CN(C(ON1N=NC2C=CC=CC1=2)=[N+](C)C)C.[B-](F)(F)(F)F.[OH-].[NH4+].